The task is: Predict the reaction yield, written as a fraction of the theoretical maximum amount of product (1.0 means a 100% yield; for example, 0.34 means a 34% yield).. This data is from Reaction yield outcomes from USPTO patents with 853,638 reactions. The reactants are [CH:1]1[C:13]2[C:12](=[CH:14][C:15]([NH:17][CH2:18][CH2:19][CH2:20][CH2:21][C:22](O)=[O:23])=[O:16])[C:11]3[C:6](=[CH:7][CH:8]=[CH:9][CH:10]=3)[C:5]=2[CH:4]=[CH:3][CH:2]=1.Cl.C(N=C=NCCCN(C)C)C.O[C:38]1[C:46]2[N:45]=N[NH:43][C:42]=2[CH:41]=[CH:40][CH:39]=1.C(N(CC)CC)C.C1(N)C=CC=CC=1N. The catalyst is [Cl-].[Na+].O.CN(C=O)C. The product is [CH:10]1[C:11]2[C:12](=[CH:14][C:15]([NH:17][CH2:18][CH2:19][CH2:20][CH2:21][C:22]([NH:43][C:42]3[CH:41]=[CH:40][CH:39]=[CH:38][C:46]=3[NH2:45])=[O:23])=[O:16])[C:13]3[C:5](=[CH:4][CH:3]=[CH:2][CH:1]=3)[C:6]=2[CH:7]=[CH:8][CH:9]=1. The yield is 0.710.